Dataset: Forward reaction prediction with 1.9M reactions from USPTO patents (1976-2016). Task: Predict the product of the given reaction. (1) Given the reactants [CH2:1]([O:3][C:4]([C:6]1[C:10]([NH2:11])=[C:9]([C:12]2[CH:17]=[CH:16][C:15]([Cl:18])=[CH:14][CH:13]=2)[N:8]([C:19]2[CH:24]=[CH:23][CH:22]=[CH:21][C:20]=2[Cl:25])[N:7]=1)=[O:5])[CH3:2].[C:26]([O:30][C:31](=[O:36])[NH:32][CH2:33][CH:34]=O)([CH3:29])([CH3:28])[CH3:27].C(O)(=O)C.[BH-](OC(C)=O)(OC(C)=O)OC(C)=O.[Na+], predict the reaction product. The product is: [CH2:1]([O:3][C:4]([C:6]1[C:10]([NH:11][CH2:34][CH2:33][NH:32][C:31]([O:30][C:26]([CH3:29])([CH3:28])[CH3:27])=[O:36])=[C:9]([C:12]2[CH:13]=[CH:14][C:15]([Cl:18])=[CH:16][CH:17]=2)[N:8]([C:19]2[CH:24]=[CH:23][CH:22]=[CH:21][C:20]=2[Cl:25])[N:7]=1)=[O:5])[CH3:2]. (2) Given the reactants C([O-])([O-])=O.[Cs+].[Cs+].[C:7]([O:11][C:12]([NH:14][CH2:15][C:16]1[CH:17]=[C:18](B(O)O)[CH:19]=[CH:20][CH:21]=1)=[O:13])([CH3:10])([CH3:9])[CH3:8].[Cl:25][C:26]1[CH:31]=[C:30](Cl)[N:29]=[C:28]([C:33]([NH:35][C:36]2[CH:41]=[CH:40][CH:39]=[CH:38][C:37]=2[CH2:42][C:43]([O:45][C:46]([CH3:49])([CH3:48])[CH3:47])=[O:44])=[O:34])[CH:27]=1.O1CCOCC1, predict the reaction product. The product is: [C:7]([O:11][C:12]([NH:14][CH2:15][C:16]1[CH:17]=[C:18]([C:30]2[N:29]=[C:28]([C:33]([NH:35][C:36]3[CH:41]=[CH:40][CH:39]=[CH:38][C:37]=3[CH2:42][C:43]([O:45][C:46]([CH3:48])([CH3:47])[CH3:49])=[O:44])=[O:34])[CH:27]=[C:26]([Cl:25])[CH:31]=2)[CH:19]=[CH:20][CH:21]=1)=[O:13])([CH3:10])([CH3:9])[CH3:8].